This data is from Full USPTO retrosynthesis dataset with 1.9M reactions from patents (1976-2016). The task is: Predict the reactants needed to synthesize the given product. (1) Given the product [C:1]([C:4]1([C:7]2[CH:12]=[CH:11][CH:10]=[CH:9][C:8]=2[CH2:13][CH2:14][C:15]2[C:20]([C:21]([F:24])([F:22])[F:23])=[CH:19][N:18]=[C:17]([NH:25][C:26]3[CH:27]=[N:28][N:29]([CH:31]4[CH2:36][CH2:35][N:34]([C:37]([O:39][C:40]([CH3:41])([CH3:42])[CH3:43])=[O:38])[CH2:33][CH2:32]4)[CH:30]=3)[N:16]=2)[CH2:6][CH2:5]1)(=[O:3])[NH2:2], predict the reactants needed to synthesize it. The reactants are: [C:1]([C:4]1([C:7]2[CH:12]=[CH:11][CH:10]=[CH:9][C:8]=2[C:13]#[C:14][C:15]2[C:20]([C:21]([F:24])([F:23])[F:22])=[CH:19][N:18]=[C:17]([NH:25][C:26]3[CH:27]=[N:28][N:29]([CH:31]4[CH2:36][CH2:35][N:34]([C:37]([O:39][C:40]([CH3:43])([CH3:42])[CH3:41])=[O:38])[CH2:33][CH2:32]4)[CH:30]=3)[N:16]=2)[CH2:6][CH2:5]1)(=[O:3])[NH2:2]. (2) Given the product [CH2:1]([O:8][C:9]1[CH:24]=[C:23]([N:25]([CH2:31][C:32]2[CH:33]=[CH:34][C:35]([CH:38]3[CH2:43][CH2:42][CH2:41][CH2:40][CH2:39]3)=[CH:36][CH:37]=2)[C:26](=[O:30])[CH2:27][N:28]([CH3:29])[S:51]([C:47]2[CH:48]=[CH:49][CH:50]=[C:45]([CH3:44])[CH:46]=2)(=[O:53])=[O:52])[CH:22]=[CH:21][C:10]=1[C:11]([O:13][CH2:14][C:15]1[CH:20]=[CH:19][CH:18]=[CH:17][CH:16]=1)=[O:12])[C:2]1[CH:3]=[CH:4][CH:5]=[CH:6][CH:7]=1, predict the reactants needed to synthesize it. The reactants are: [CH2:1]([O:8][C:9]1[CH:24]=[C:23]([N:25]([CH2:31][C:32]2[CH:37]=[CH:36][C:35]([CH:38]3[CH2:43][CH2:42][CH2:41][CH2:40][CH2:39]3)=[CH:34][CH:33]=2)[C:26](=[O:30])[CH2:27][NH:28][CH3:29])[CH:22]=[CH:21][C:10]=1[C:11]([O:13][CH2:14][C:15]1[CH:20]=[CH:19][CH:18]=[CH:17][CH:16]=1)=[O:12])[C:2]1[CH:7]=[CH:6][CH:5]=[CH:4][CH:3]=1.[CH3:44][C:45]1[CH:46]=[C:47]([S:51](Cl)(=[O:53])=[O:52])[CH:48]=[CH:49][CH:50]=1. (3) Given the product [CH3:32][O:31][C:14]1[CH:13]=[CH:12][C:11]2[N:10]=[C:9]([NH:7][C:2]3[CH:3]=[CH:4][CH:5]=[CH:6][N:1]=3)[C:18]3=[N:19][NH:20][CH:21]=[C:17]3[C:16]=2[CH:15]=1, predict the reactants needed to synthesize it. The reactants are: [N:1]1[CH:6]=[CH:5][CH:4]=[CH:3][C:2]=1[NH2:7].Cl[C:9]1[C:18]2=[N:19][N:20](CC3C=CC(OC)=CC=3)[CH:21]=[C:17]2[C:16]2[CH:15]=[C:14]([O:31][CH3:32])[CH:13]=[CH:12][C:11]=2[N:10]=1. (4) Given the product [CH3:1][C@@:2]12[C@:18]3([CH2:23][O:19]3)[CH2:17][CH2:16][C@H:15]1[CH2:14][C@@H:13]1[C@H:4]([CH2:5][CH2:6][C@H:7]3[C@@:12]1([CH3:20])[CH2:11][CH2:10][C@H:9]([OH:21])[CH2:8]3)[CH2:3]2, predict the reactants needed to synthesize it. The reactants are: [CH3:1][C@@:2]12[C:18](=[O:19])[CH2:17][CH2:16][C@H:15]1[CH2:14][C@@H:13]1[C@H:4]([CH2:5][CH2:6][C@H:7]3[C@@:12]1([CH3:20])[CH2:11][CH2:10][C@H:9]([OH:21])[CH2:8]3)[CH2:3]2.[I-].[CH3:23][S+](C)C.CC(C)([O-])C.[K+].O. (5) The reactants are: [CH2:1]([C:5]1[C:6]2[C:10]([CH:11]=[CH:12][CH:13]=1)=[N:9][N:8]1[C:14]([CH:19]3[CH2:24][CH2:23][N:22](C(OC(C)(C)C)=O)[CH2:21][CH2:20]3)=[CH:15][C:16](=[O:18])[NH:17][C:7]=21)[CH:2]([CH3:4])[CH3:3].[ClH:32]. Given the product [ClH:32].[CH2:1]([C:5]1[C:6]2[C:10]([CH:11]=[CH:12][CH:13]=1)=[N:9][N:8]1[C:14]([CH:19]3[CH2:20][CH2:21][NH:22][CH2:23][CH2:24]3)=[CH:15][C:16](=[O:18])[NH:17][C:7]=21)[CH:2]([CH3:4])[CH3:3], predict the reactants needed to synthesize it. (6) Given the product [Br:1][C:2]1[C:7]([CH3:8])=[N:6][C:5]([O:9][CH3:12])=[CH:4][C:3]=1[CH3:10], predict the reactants needed to synthesize it. The reactants are: [Br:1][C:2]1[C:3]([CH3:10])=[CH:4][C:5](=[O:9])[NH:6][C:7]=1[CH3:8].Cl[CH2:12]Cl.